Dataset: Forward reaction prediction with 1.9M reactions from USPTO patents (1976-2016). Task: Predict the product of the given reaction. (1) Given the reactants O[CH2:2][C:3]1[CH:4]=[N+:5]([O-:9])[CH:6]=[CH:7][CH:8]=1.S(Cl)([Cl:12])=O, predict the reaction product. The product is: [Cl:12][CH2:2][C:3]1[CH:4]=[N+:5]([O-:9])[CH:6]=[CH:7][CH:8]=1. (2) Given the reactants [CH3:1][C:2]1[CH:7]=[CH:6][CH:5]=[C:4]([C:8]#[C:9][CH:10]=[C:11]2[CH2:16][CH2:15][NH:14][CH2:13][CH2:12]2)[N:3]=1.Br[C:18]1[CH:23]=[CH:22][CH:21]=[CH:20][C:19]=1[N+:24]([O-:26])=[O:25], predict the reaction product. The product is: [CH3:1][C:2]1[CH:7]=[CH:6][CH:5]=[C:4]([C:8]#[C:9][CH:10]=[C:11]2[CH2:12][CH2:13][N:14]([C:18]3[CH:23]=[CH:22][CH:21]=[CH:20][C:19]=3[N+:24]([O-:26])=[O:25])[CH2:15][CH2:16]2)[N:3]=1. (3) Given the reactants C[O:2][C:3](=[O:24])[C:4]1[CH:9]=[C:8]([C:10]2[S:11][CH:12]=[C:13]([C:15]3[CH:20]=[CH:19][C:18]([Cl:21])=[C:17]([Cl:22])[CH:16]=3)[N:14]=2)[CH:7]=[CH:6][C:5]=1Br.[Cl:25][C:26]1[CH:31]=[CH:30][C:29]([F:32])=[CH:28][C:27]=1B(O)O, predict the reaction product. The product is: [Cl:25][C:26]1[CH:31]=[CH:30][C:29]([F:32])=[CH:28][C:27]=1[C:5]1[C:4]([C:3]([OH:2])=[O:24])=[CH:9][C:8]([C:10]2[S:11][CH:12]=[C:13]([C:15]3[CH:20]=[CH:19][C:18]([Cl:21])=[C:17]([Cl:22])[CH:16]=3)[N:14]=2)=[CH:7][CH:6]=1. (4) Given the reactants CCCC[N+](CCCC)(CCCC)CCCC.[F-].[C:19]([O:22][CH2:23][C@H:24]1[CH2:29][C@@H:28]([O:30][Si](C(C)(C)C)(C2C=CC=CC=2)C2C=CC=CC=2)[CH2:27][CH2:26][C@@:25]1([C@H:49]1[CH2:57][CH2:56][C@@:55]2([CH3:58])[C@@H:51]([CH2:52][CH2:53][C@@:54]2([OH:60])[CH3:59])[C@@H:50]1[CH2:61][N:62]=[N+:63]=[N-:64])[CH3:48])(=[O:21])[CH3:20], predict the reaction product. The product is: [C:19]([O:22][CH2:23][C@H:24]1[CH2:29][C@@H:28]([OH:30])[CH2:27][CH2:26][C@@:25]1([C@H:49]1[CH2:57][CH2:56][C@@:55]2([CH3:58])[C@@H:51]([CH2:52][CH2:53][C@@:54]2([OH:60])[CH3:59])[C@@H:50]1[CH2:61][N:62]=[N+:63]=[N-:64])[CH3:48])(=[O:21])[CH3:20]. (5) Given the reactants [Br:1][C:2]1[CH:6]=[N:5][N:4]([CH3:7])[C:3]=1[C:8]1[CH:9]=[C:10]([NH2:23])[CH:11]=[CH:12][C:13]=1[O:14][CH2:15][C:16]1[CH:21]=[CH:20][C:19]([Cl:22])=[CH:18][CH:17]=1.[Cl:24][C:25]1[CH:30]=[CH:29][C:28]([N:31]=[C:32]=[O:33])=[CH:27][CH:26]=1, predict the reaction product. The product is: [Br:1][C:2]1[CH:6]=[N:5][N:4]([CH3:7])[C:3]=1[C:8]1[CH:9]=[C:10]([NH:23][C:32]([NH:31][C:28]2[CH:29]=[CH:30][C:25]([Cl:24])=[CH:26][CH:27]=2)=[O:33])[CH:11]=[CH:12][C:13]=1[O:14][CH2:15][C:16]1[CH:21]=[CH:20][C:19]([Cl:22])=[CH:18][CH:17]=1. (6) Given the reactants [Cl:1][C:2]1[CH:10]=[C:9]2[C:5]([C:6]([CH2:33][CH2:34][S:35]([CH2:38][CH3:39])(=[O:37])=[O:36])=[C:7]([CH2:20][N:21]3[C:25]4=[N:26][CH:27]=[CH:28][CH:29]=[C:24]4[C:23]4([CH2:31][CH2:30]4)[C:22]3=[O:32])[N:8]2S(C2C=CC=CC=2)(=O)=O)=[CH:4][CH:3]=1.[F-].C([N+](CCCC)(CCCC)CCCC)CCC, predict the reaction product. The product is: [Cl:1][C:2]1[CH:10]=[C:9]2[C:5]([C:6]([CH2:33][CH2:34][S:35]([CH2:38][CH3:39])(=[O:37])=[O:36])=[C:7]([CH2:20][N:21]3[C:25]4=[N:26][CH:27]=[CH:28][CH:29]=[C:24]4[C:23]4([CH2:31][CH2:30]4)[C:22]3=[O:32])[NH:8]2)=[CH:4][CH:3]=1. (7) Given the reactants [Br:1][C:2]1[CH:7]=[CH:6][C:5]([S:8](Cl)(=[O:10])=[O:9])=[CH:4][CH:3]=1.[CH:12]1([NH2:18])[CH2:17][CH2:16][CH2:15][CH2:14][CH2:13]1.C(N(CC)CC)C, predict the reaction product. The product is: [Br:1][C:2]1[CH:7]=[CH:6][C:5]([S:8]([NH:18][CH:12]2[CH2:17][CH2:16][CH2:15][CH2:14][CH2:13]2)(=[O:10])=[O:9])=[CH:4][CH:3]=1. (8) Given the reactants [Cl:1][C:2]1[N:7]2[N:8]=[C:9]([CH3:11])[CH:10]=[C:6]2[N:5]=[C:4]([NH2:12])[CH:3]=1.[N:13]1[CH:18]=[CH:17][C:16]([CH:19]2[CH2:21][CH:20]2[C:22](Cl)=[O:23])=[CH:15][CH:14]=1.C([O-])(O)=O.[Na+], predict the reaction product. The product is: [Cl:1][C:2]1[N:7]2[N:8]=[C:9]([CH3:11])[CH:10]=[C:6]2[N:5]=[C:4]([NH:12][C:22]([C@@H:20]2[CH2:21][C@H:19]2[C:16]2[CH:15]=[CH:14][N:13]=[CH:18][CH:17]=2)=[O:23])[CH:3]=1. (9) Given the reactants [OH:1][NH:2][C:3](=[O:32])[CH2:4][N:5]1[C:10]2[CH:11]=[C:12]([C:15]([O:17]CC)=[O:16])[CH:13]=[CH:14][C:9]=2[S:8][CH:7]([CH2:20][CH2:21][CH2:22][C:23]2[CH:28]=[CH:27][C:26]([O:29][CH3:30])=[CH:25][CH:24]=2)[C:6]1=[O:31].C1COCC1.[OH-].[Li+].Cl, predict the reaction product. The product is: [OH:1][NH:2][C:3](=[O:32])[CH2:4][N:5]1[C:10]2[CH:11]=[C:12]([C:15]([OH:17])=[O:16])[CH:13]=[CH:14][C:9]=2[S:8][CH:7]([CH2:20][CH2:21][CH2:22][C:23]2[CH:24]=[CH:25][C:26]([O:29][CH3:30])=[CH:27][CH:28]=2)[C:6]1=[O:31].